The task is: Predict the reactants needed to synthesize the given product.. This data is from Full USPTO retrosynthesis dataset with 1.9M reactions from patents (1976-2016). (1) Given the product [Br:1][C:2]1[C:3]([N:12]2[CH2:17][CH2:16][N:15]([CH2:18][C:19]3[CH:23]=[C:22]([CH3:24])[O:21][N:20]=3)[CH2:14][CH2:13]2)=[C:4]2[N:9]=[C:33]([C:32]3[CH:35]=[CH:36][CH:37]=[C:30]([O:29][CH3:28])[CH:31]=3)[NH:8][C:5]2=[N:6][CH:7]=1, predict the reactants needed to synthesize it. The reactants are: [Br:1][C:2]1[C:3]([N:12]2[CH2:17][CH2:16][N:15]([CH2:18][C:19]3[CH:23]=[C:22]([CH3:24])[O:21][N:20]=3)[CH2:14][CH2:13]2)=[C:4]([N+:9]([O-])=O)[C:5]([NH2:8])=[N:6][CH:7]=1.CCO.[CH3:28][O:29][C:30]1[CH:31]=[C:32]([CH:35]=[CH:36][CH:37]=1)[CH:33]=O.[O-]S(S([O-])=O)=O.[Na+].[Na+]. (2) Given the product [CH:1]1([C:4]2[CH:5]=[C:6]3[C:31]([C:32](=[O:35])[NH:33][CH3:34])=[C:30]([C:36]4[CH:41]=[CH:40][C:39]([CH3:42])=[CH:38][CH:37]=4)[O:29][C:7]3=[N:8][C:9]=2[N:10]([CH2:15][CH2:16][CH2:17][CH2:18][CH:19]([S:25]([CH3:28])(=[O:27])=[O:26])[C:20]([OH:22])=[O:21])[S:11]([CH3:14])(=[O:12])=[O:13])[CH2:2][CH2:3]1, predict the reactants needed to synthesize it. The reactants are: [CH:1]1([C:4]2[CH:5]=[C:6]3[C:31]([C:32](=[O:35])[NH:33][CH3:34])=[C:30]([C:36]4[CH:41]=[CH:40][C:39]([CH3:42])=[CH:38][CH:37]=4)[O:29][C:7]3=[N:8][C:9]=2[N:10]([CH2:15][CH2:16][CH2:17][CH2:18][CH:19]([S:25]([CH3:28])(=[O:27])=[O:26])[C:20]([O:22]CC)=[O:21])[S:11]([CH3:14])(=[O:13])=[O:12])[CH2:3][CH2:2]1.[OH-].[Na+].